This data is from Peptide-MHC class I binding affinity with 185,985 pairs from IEDB/IMGT. The task is: Regression. Given a peptide amino acid sequence and an MHC pseudo amino acid sequence, predict their binding affinity value. This is MHC class I binding data. (1) The peptide sequence is EFVKLTMEY. The MHC is HLA-A26:01 with pseudo-sequence HLA-A26:01. The binding affinity (normalized) is 0.738. (2) The peptide sequence is EPEVANLDI. The MHC is HLA-B53:01 with pseudo-sequence HLA-B53:01. The binding affinity (normalized) is 0.179.